This data is from Catalyst prediction with 721,799 reactions and 888 catalyst types from USPTO. The task is: Predict which catalyst facilitates the given reaction. (1) Reactant: O=[C:2]([C:17]1[CH:22]=[CH:21][CH:20]=[CH:19][CH:18]=1)[CH2:3][NH:4][C:5]([C@H:7]1[CH2:12][CH2:11][C@H:10]([C:13]([O:15][CH3:16])=[O:14])[CH2:9][CH2:8]1)=[O:6].P(Cl)(Cl)(Cl)=O.CC#N. Product: [C:17]1([C:2]2[O:6][C:5]([C@H:7]3[CH2:12][CH2:11][C@H:10]([C:13]([O:15][CH3:16])=[O:14])[CH2:9][CH2:8]3)=[N:4][CH:3]=2)[CH:22]=[CH:21][CH:20]=[CH:19][CH:18]=1. The catalyst class is: 25. (2) Reactant: N.CO.[N+:4]([CH:7]([CH2:15][N:16]1[CH2:21][CH2:20][O:19][CH2:18][CH2:17]1)[CH2:8][N:9]1[CH2:14][CH2:13][O:12][CH2:11][CH2:10]1)([O-])=O. Product: [O:19]1[CH2:20][CH2:21][N:16]([CH2:15][CH:7]([NH2:4])[CH2:8][N:9]2[CH2:10][CH2:11][O:12][CH2:13][CH2:14]2)[CH2:17][CH2:18]1. The catalyst class is: 94. (3) Reactant: C[O:2][C:3]([C:5]1[O:6][C:7]([NH:10][C:11]([C@H:13]2[C@H:17]([C:18]3[CH:23]=[CH:22][CH:21]=[C:20]([Cl:24])[C:19]=3[F:25])[C@:16]([C:28]3[CH:33]=[CH:32][C:31]([Cl:34])=[CH:30][C:29]=3[F:35])([C:26]#[N:27])[C@H:15]([CH2:36][C:37]([CH3:40])([CH3:39])[CH3:38])[NH:14]2)=[O:12])=[CH:8][CH:9]=1)=[O:4].[Li+].[OH-].Cl. Product: [Cl:24][C:20]1[C:19]([F:25])=[C:18]([C@@H:17]2[C@:16]([C:28]3[CH:33]=[CH:32][C:31]([Cl:34])=[CH:30][C:29]=3[F:35])([C:26]#[N:27])[C@H:15]([CH2:36][C:37]([CH3:40])([CH3:39])[CH3:38])[NH:14][C@H:13]2[C:11]([NH:10][C:7]2[O:6][C:5]([C:3]([OH:4])=[O:2])=[CH:9][CH:8]=2)=[O:12])[CH:23]=[CH:22][CH:21]=1. The catalyst class is: 7.